Dataset: Full USPTO retrosynthesis dataset with 1.9M reactions from patents (1976-2016). Task: Predict the reactants needed to synthesize the given product. Given the product [Cl:11][C:7]1[CH:8]=[C:9]2[C:4](=[CH:5][CH:6]=1)[C:3](=[O:12])[CH:2]([S:14][CH3:13])[CH2:10]2, predict the reactants needed to synthesize it. The reactants are: Br[CH:2]1[CH2:10][C:9]2[C:4](=[CH:5][CH:6]=[C:7]([Cl:11])[CH:8]=2)[C:3]1=[O:12].[CH3:13][S-:14].[Na+].